This data is from Forward reaction prediction with 1.9M reactions from USPTO patents (1976-2016). The task is: Predict the product of the given reaction. (1) Given the reactants [CH2:1]([C:8]1[C:13]2[C:14]([C:17]3[CH:22]=[CH:21][CH:20]=[CH:19][CH:18]=3)=[N:15][O:16][C:12]=2[C:11]([OH:23])=[C:10]([C:24](OCC)=[O:25])[N:9]=1)[C:2]1[CH:7]=[CH:6][CH:5]=[CH:4][CH:3]=1.[NH2:29][CH2:30][C:31]([OH:33])=[O:32].[O-]CC.[Na+].Cl, predict the reaction product. The product is: [CH2:1]([C:8]1[C:13]2[C:14]([C:17]3[CH:22]=[CH:21][CH:20]=[CH:19][CH:18]=3)=[N:15][O:16][C:12]=2[C:11]([OH:23])=[C:10]([C:24]([NH:29][CH2:30][C:31]([OH:33])=[O:32])=[O:25])[N:9]=1)[C:2]1[CH:3]=[CH:4][CH:5]=[CH:6][CH:7]=1. (2) Given the reactants COC(=O)[C@H]([O:11][C:12]1[C:13](=[O:45])[N:14]([C:38]2[N:39]=[N:40][C:41]([CH3:44])=[CH:42][CH:43]=2)[C@H:15]([C:28]2[CH:33]=[CH:32][C:31]([C:34]([F:37])([F:36])[CH3:35])=[CH:30][CH:29]=2)[C:16]=1[C:17](=[O:27])[C:18]1[CH:23]=[CH:22][C:21]([CH:24]([CH3:26])[CH3:25])=[CH:20][CH:19]=1)C1C=CC=CC=1, predict the reaction product. The product is: [F:37][C:34]([C:31]1[CH:30]=[CH:29][C:28]([C@H:15]2[N:14]([C:38]3[N:39]=[N:40][C:41]([CH3:44])=[CH:42][CH:43]=3)[C:13](=[O:45])[C:12]([OH:11])=[C:16]2[C:17](=[O:27])[C:18]2[CH:19]=[CH:20][C:21]([CH:24]([CH3:25])[CH3:26])=[CH:22][CH:23]=2)=[CH:33][CH:32]=1)([F:36])[CH3:35].